Predict the product of the given reaction. From a dataset of Forward reaction prediction with 1.9M reactions from USPTO patents (1976-2016). (1) Given the reactants [F:1][C:2]([F:16])([F:15])[C:3]([NH:5][CH2:6][C:7]1[CH:12]=[CH:11][C:10]([CH2:13][OH:14])=[CH:9][CH:8]=1)=[O:4].[H-].[Na+].Cl[C:20]1[N:25]=[C:24]([NH2:26])[CH:23]=[CH:22][N:21]=1.O, predict the reaction product. The product is: [NH2:26][C:24]1[CH:23]=[CH:22][N:21]=[C:20]([O:14][CH2:13][C:10]2[CH:11]=[CH:12][C:7]([CH2:6][NH:5][C:3](=[O:4])[C:2]([F:15])([F:16])[F:1])=[CH:8][CH:9]=2)[N:25]=1. (2) Given the reactants [F:1][C:2]([F:22])([F:21])[C:3]1[CH:4]=[C:5]([CH:18]=[CH:19][CH:20]=1)[O:6][C:7]1[CH:12]=[CH:11][C:10]([CH2:13][CH2:14][C:15](=[NH:17])[NH2:16])=[CH:9][CH:8]=1.[OH:23][CH:24]=[C:25]([CH2:30][C:31]1[CH:32]=[N:33][C:34]([O:37][CH3:38])=[N:35][CH:36]=1)[C:26](OC)=O.C([O-])(=O)C.[K+], predict the reaction product. The product is: [CH3:38][O:37][C:34]1[N:33]=[CH:32][C:31]([CH2:30][C:25]2[C:24](=[O:23])[N:17]=[C:15]([CH2:14][CH2:13][C:10]3[CH:9]=[CH:8][C:7]([O:6][C:5]4[CH:18]=[CH:19][CH:20]=[C:3]([C:2]([F:21])([F:22])[F:1])[CH:4]=4)=[CH:12][CH:11]=3)[NH:16][CH:26]=2)=[CH:36][N:35]=1. (3) Given the reactants [NH2:1][C:2]1[N:7]=[C:6]([N:8]2[C:16]3[C:11](=[CH:12][CH:13]=[C:14](I)[CH:15]=3)[C:10]([C:18]([OH:20])=[O:19])=[N:9]2)[CH:5]=[CH:4][N:3]=1.[CH3:21][C:22]1[O:26][N:25]=[C:24]([C@:27]([OH:31])([C:29]#[CH:30])[CH3:28])[N:23]=1, predict the reaction product. The product is: [NH2:1][C:2]1[N:7]=[C:6]([N:8]2[C:16]3[C:11](=[CH:12][CH:13]=[C:14]([C:30]#[C:29][C@@:27]([OH:31])([C:24]4[N:23]=[C:22]([CH3:21])[O:26][N:25]=4)[CH3:28])[CH:15]=3)[C:10]([C:18]([OH:20])=[O:19])=[N:9]2)[CH:5]=[CH:4][N:3]=1. (4) The product is: [CH3:18][C:15]1[CH:16]=[CH:17][C:11]2[O:10][C:9]([NH:8][C:5]3[CH:6]=[CH:7][C:2]([C:41]4[CH:42]=[CH:43][C:44]([C:47]([C@@H:49]5[CH2:53][CH2:52][CH2:51][C@H:50]5[C:54]([OH:56])=[O:55])=[O:48])=[CH:45][CH:46]=4)=[CH:3][CH:4]=3)=[N:13][C:12]=2[CH:14]=1. Given the reactants Br[C:2]1[CH:7]=[CH:6][C:5]([NH:8][C:9]2[O:10][C:11]3[CH:17]=[CH:16][C:15]([CH3:18])=[CH:14][C:12]=3[N:13]=2)=[CH:4][CH:3]=1.FC1C=C([C:41]2[CH:46]=[CH:45][C:44]([C:47]([C@@H:49]3[CH2:53][CH2:52][CH2:51][C@H:50]3[C:54]([OH:56])=[O:55])=[O:48])=[CH:43][CH:42]=2)C=CC=1NC1SC2C=C(OC(F)(F)F)C=CC=2N=1, predict the reaction product. (5) Given the reactants [CH:1]1[C:13]2[NH:12][C:11]3[C:6](=[CH:7][CH:8]=[CH:9][CH:10]=3)[C:5]=2[C:4]([O:14][CH2:15][C:16]([CH3:21])([CH3:20])[C:17]([OH:19])=[O:18])=[CH:3][CH:2]=1.C1C2NC3C(=CC=CC=3)C=2C(OC(C)(C)C(O)=O)=CC=1.Cl[CH2:43][C:44]1[CH:62]=[CH:61][C:47]([O:48][CH2:49][C:50]2[N:51]=[C:52]([C:56]3[S:57][CH:58]=[CH:59][CH:60]=3)[O:53][C:54]=2[CH3:55])=[C:46]([O:63][CH3:64])[CH:45]=1.ClCC1C=CC(OCC2N=C(C3C=CC=CC=3)OC=2C)=C(OC)C=1, predict the reaction product. The product is: [CH3:64][O:63][C:46]1[CH:45]=[C:44]([CH:62]=[CH:61][C:47]=1[O:48][CH2:49][C:50]1[N:51]=[C:52]([C:56]2[S:57][CH:58]=[CH:59][CH:60]=2)[O:53][C:54]=1[CH3:55])[CH2:43][N:12]1[C:13]2[CH:1]=[CH:2][CH:3]=[C:4]([O:14][CH2:15][C:16]([CH3:21])([CH3:20])[C:17]([OH:19])=[O:18])[C:5]=2[C:6]2[C:11]1=[CH:10][CH:9]=[CH:8][CH:7]=2. (6) Given the reactants C(OC(=O)[N:7]([C:12]1[CH:17]=[C:16]([C:18]2[CH:23]=[CH:22][CH:21]=[C:20]([C:24](=[O:35])[NH:25][C:26]3[C:27]([C:32](=[O:34])[NH2:33])=[N:28][N:29]([CH3:31])[CH:30]=3)[N:19]=2)[CH:15]=[CH:14][N:13]=1)[CH2:8][CH:9]1[CH2:11][CH2:10]1)(C)(C)C, predict the reaction product. The product is: [C:32]([C:27]1[C:26]([NH:25][C:24]([C:20]2[N:19]=[C:18]([C:16]3[CH:15]=[CH:14][N:13]=[C:12]([NH:7][CH2:8][CH:9]4[CH2:10][CH2:11]4)[CH:17]=3)[CH:23]=[CH:22][CH:21]=2)=[O:35])=[CH:30][N:29]([CH3:31])[N:28]=1)(=[O:34])[NH2:33].